This data is from Peptide-MHC class I binding affinity with 185,985 pairs from IEDB/IMGT. The task is: Regression. Given a peptide amino acid sequence and an MHC pseudo amino acid sequence, predict their binding affinity value. This is MHC class I binding data. (1) The peptide sequence is QLLRLMADK. The MHC is HLA-A11:01 with pseudo-sequence HLA-A11:01. The binding affinity (normalized) is 0.459. (2) The peptide sequence is DRWGLTKSI. The MHC is Mamu-A07 with pseudo-sequence Mamu-A07. The binding affinity (normalized) is 0.